This data is from Forward reaction prediction with 1.9M reactions from USPTO patents (1976-2016). The task is: Predict the product of the given reaction. (1) Given the reactants OC(C(F)(F)F)=O.[CH:8]1([C:14]2[C:15]3[CH:16]=[CH:17][C:18]([C:45](OC(C)(C)C)=[O:46])=[CH:19][C:20]=3[N:21]3[CH2:27][C:26]([C:28]([N:30]4[CH:35]5[CH2:36][CH2:37][CH:31]4[CH2:32][N:33]([CH3:38])[CH2:34]5)=[O:29])=[CH:25][C:24]4[CH:39]=[C:40]([O:43][CH3:44])[CH:41]=[CH:42][C:23]=4[C:22]=23)[CH2:13][CH2:12][CH2:11][CH2:10][CH2:9]1.C1N=CN(C(N2C=NC=C2)=O)C=1.[CH3:64][N:65]1[CH:69]=[C:68]([S:70]([NH2:73])(=[O:72])=[O:71])[N:67]=[CH:66]1.C1CCN2C(=NCCC2)CC1, predict the reaction product. The product is: [CH:8]1([C:14]2[C:15]3[CH:16]=[CH:17][C:18]([C:45]([NH:73][S:70]([C:68]4[N:67]=[CH:66][N:65]([CH3:64])[CH:69]=4)(=[O:72])=[O:71])=[O:46])=[CH:19][C:20]=3[N:21]3[CH2:27][C:26]([C:28]([N:30]4[CH:31]5[CH2:37][CH2:36][CH:35]4[CH2:34][N:33]([CH3:38])[CH2:32]5)=[O:29])=[CH:25][C:24]4[CH:39]=[C:40]([O:43][CH3:44])[CH:41]=[CH:42][C:23]=4[C:22]=23)[CH2:13][CH2:12][CH2:11][CH2:10][CH2:9]1. (2) The product is: [C@@H:11]1([N:34]2[C:43]3[C:42](=[O:44])[CH2:41][NH:40][C:39](=[O:45])[NH:38][C:37]=3[N:36]=[CH:35]2)[O:12][C@H:13]([CH2:24][OH:25])[C@@H:14]([OH:15])[C@H:10]1[OH:9]. Given the reactants C([O:9][C@@H:10]1[C@H:14]([O:15]C(=O)C2C=CC=CC=2)[C@@H:13]([CH2:24][O:25]C(=O)C2C=CC=CC=2)[O:12][C@H:11]1[N:34]1[C:43]2[C:42](=[O:44])[CH2:41][NH:40][C:39](=[O:45])[NH:38][C:37]=2[N:36]=[CH:35]1)(=O)C1C=CC=CC=1.C[O-].[Na+].C(O)(=O)C, predict the reaction product. (3) Given the reactants Cl[C:2]1[N:3]=[C:4]([N:25]2[CH2:30][CH2:29][O:28][CH2:27][CH2:26]2)[C:5]2[S:10][C:9]([CH2:11][N:12]3[CH2:17][CH2:16][N:15]([C:18]([CH3:24])([CH3:23])[C:19]([NH:21][CH3:22])=[O:20])[CH2:14][CH2:13]3)=[CH:8][C:6]=2[N:7]=1.CC1(C)C(C)(C)OB([C:39]2[CH:40]=[CH:41][C:42]([NH2:45])=[N:43][CH:44]=2)O1, predict the reaction product. The product is: [NH2:45][C:42]1[N:43]=[CH:44][C:39]([C:2]2[N:3]=[C:4]([N:25]3[CH2:30][CH2:29][O:28][CH2:27][CH2:26]3)[C:5]3[S:10][C:9]([CH2:11][N:12]4[CH2:17][CH2:16][N:15]([C:18]([CH3:24])([CH3:23])[C:19]([NH:21][CH3:22])=[O:20])[CH2:14][CH2:13]4)=[CH:8][C:6]=3[N:7]=2)=[CH:40][CH:41]=1. (4) Given the reactants [O:1]1[C:5]2[CH:6]=[CH:7][CH:8]=[CH:9][C:4]=2[N:3]=[C:2]1[O:10][CH2:11][C:12]([OH:14])=O.ClC(OCC)=O.[Cl:21][C:22]1[CH:23]=[C:24]([CH:32]=[CH:33][C:34]=1[Cl:35])[CH2:25][N:26]([CH3:31])[CH2:27][CH2:28][CH2:29][NH2:30], predict the reaction product. The product is: [O:1]1[C:5]2[CH:6]=[CH:7][CH:8]=[CH:9][C:4]=2[N:3]=[C:2]1[O:10][CH2:11][C:12]([NH:30][CH2:29][CH2:28][CH2:27][N:26]([CH2:25][C:24]1[CH:32]=[CH:33][C:34]([Cl:35])=[C:22]([Cl:21])[CH:23]=1)[CH3:31])=[O:14]. (5) Given the reactants [Br:1][C:2]1[CH:3]=[C:4]2[C:11]3([N:15]=[C:14]([CH3:16])[C:13](=S)[NH:12]3)[CH2:10][CH:9]([CH:18]3[CH2:23][CH2:22][O:21][C:20]([CH3:25])([CH3:24])[CH2:19]3)[O:8][C:5]2=[CH:6][CH:7]=1.[NH3:26].CO, predict the reaction product. The product is: [Br:1][C:2]1[CH:3]=[C:4]2[C:11]3([N:12]=[C:13]([NH2:26])[C:14]([CH3:16])=[N:15]3)[CH2:10][CH:9]([CH:18]3[CH2:23][CH2:22][O:21][C:20]([CH3:25])([CH3:24])[CH2:19]3)[O:8][C:5]2=[CH:6][CH:7]=1. (6) Given the reactants C([Li])CCC.[N:6]1[CH:11]=[CH:10][CH:9]=[C:8]([CH:12]=[O:13])[CH:7]=1.[C:14]([C:16]1[CH:17]=[C:18]([CH:21]=[CH:22][CH:23]=1)[CH:19]=[O:20])#[N:15], predict the reaction product. The product is: [CH:12]([C:8]1[CH:7]=[N:6][CH:11]=[CH:10][C:9]=1[CH:19]([OH:20])[C:18]1[CH:17]=[C:16]([CH:23]=[CH:22][CH:21]=1)[C:14]#[N:15])=[O:13]. (7) Given the reactants [CH3:1][O:2][C:3]1[CH:8]=[C:7]([CH3:9])[CH:6]=[CH:5][C:4]=1[C:10]1[O:14][C:13]([S:15][CH2:16][CH2:17][C:18]([O:20]C(C)(C)C)=[O:19])=[N:12][N:11]=1.C(O)(C(F)(F)F)=O.O, predict the reaction product. The product is: [CH3:1][O:2][C:3]1[CH:8]=[C:7]([CH3:9])[CH:6]=[CH:5][C:4]=1[C:10]1[O:14][C:13]([S:15][CH2:16][CH2:17][C:18]([OH:20])=[O:19])=[N:12][N:11]=1.